From a dataset of Reaction yield outcomes from USPTO patents with 853,638 reactions. Predict the reaction yield, written as a fraction of the theoretical maximum amount of product (1.0 means a 100% yield; for example, 0.34 means a 34% yield). The catalyst is C1COCC1. The yield is 0.790. The product is [Cl:1][C:2]1[CH:7]=[CH:6][C:5]([C:19]([C:18]2[CH:17]=[N:16][C:15]([Cl:14])=[CH:26][CH:25]=2)=[O:20])=[CH:4][CH:3]=1. The reactants are [Cl:1][C:2]1[CH:7]=[CH:6][C:5](Br)=[CH:4][CH:3]=1.[Li]CCCC.[Cl:14][C:15]1[CH:26]=[CH:25][C:18]([C:19](N(OC)C)=[O:20])=[CH:17][N:16]=1.